From a dataset of Forward reaction prediction with 1.9M reactions from USPTO patents (1976-2016). Predict the product of the given reaction. (1) Given the reactants FC(F)(F)[C:3]([OH:5])=[O:4].[F:8][C:9]1[CH:14]=[C:13]([N:15]2[CH:19]=[N:18][N:17]=[N:16]2)[CH:12]=[CH:11][C:10]=1[C:20]1[CH:21]=[CH:22][C:23]2[O:27][C:26]([CH:28]3[CH2:33][CH2:32][NH:31][CH2:30][CH2:29]3)=[N:25][C:24]=2[CH:34]=1.[CH3:35][CH:36](O)[CH2:37][CH3:38], predict the reaction product. The product is: [F:8][C:9]1[CH:14]=[C:13]([N:15]2[CH:19]=[N:18][N:17]=[N:16]2)[CH:12]=[CH:11][C:10]=1[C:20]1[CH:21]=[CH:22][C:23]2[O:27][C:26]([CH:28]3[CH2:29][CH2:30][N:31]([C:3]([O:5][CH:36]([CH2:37][CH3:38])[CH3:35])=[O:4])[CH2:32][CH2:33]3)=[N:25][C:24]=2[CH:34]=1. (2) Given the reactants CN(C(ON1N=NC2C=CC=CC1=2)=[N+](C)C)C.[B-](F)(F)(F)F.[CH3:23][C:24]1[N:29]=[C:28]([C:30]([OH:32])=O)[C:27]([N:33]2[N:37]=[C:36](C)[CH:35]=[N:34]2)=[CH:26][CH:25]=1.CCN(C(C)C)C(C)C.[F:48][C:49]([F:66])([F:65])[C:50]1[CH:51]=[CH:52][C:53]([O:56][CH2:57][C@@H:58]2[CH2:64][C@@H:63]3[C@@H:61]([CH2:62]3)[CH2:60][NH:59]2)=[N:54][CH:55]=1, predict the reaction product. The product is: [CH3:23][C:24]1[N:29]=[C:28]([C:30]([N:59]2[C@H:58]([CH2:57][O:56][C:53]3[CH:52]=[CH:51][C:50]([C:49]([F:48])([F:65])[F:66])=[CH:55][N:54]=3)[CH2:64][C@@H:63]3[C@@H:61]([CH2:62]3)[CH2:60]2)=[O:32])[C:27]([N:33]2[N:37]=[CH:36][CH:35]=[N:34]2)=[CH:26][CH:25]=1. (3) Given the reactants Cl.[CH:2]([NH2:4])=[NH:3].C[O-].[Na+].CO.[CH3:10][C:11]([CH3:20])([CH3:19])[C:12](=O)[CH2:13][C:14](OC)=[O:15], predict the reaction product. The product is: [C:11]([C:12]1[CH:13]=[C:14]([OH:15])[N:4]=[CH:2][N:3]=1)([CH3:20])([CH3:19])[CH3:10]. (4) Given the reactants Cl[C:2]1[N:10]=[C:9]([C:11]#[N:12])[N:8]=[C:7]2[C:3]=1[N:4]([CH2:22][C:23]1[CH:28]=[CH:27][C:26]([C:29]([F:32])([F:31])[F:30])=[C:25]([F:33])[CH:24]=1)[C:5]([C:13]1[CH:18]=[C:17]([CH:19]([CH3:21])[CH3:20])[CH:16]=[CH:15][N:14]=1)=[N:6]2.C1([C@H](N)C)CCC1.[CH:41]1([C@H:45]([NH:47][CH3:48])[CH3:46])[CH2:44][CH2:43][CH2:42]1, predict the reaction product. The product is: [CH:41]1([C@H:45]([N:47]([CH3:48])[C:2]2[N:10]=[C:9]([C:11]#[N:12])[N:8]=[C:7]3[C:3]=2[N:4]([CH2:22][C:23]2[CH:28]=[CH:27][C:26]([C:29]([F:32])([F:31])[F:30])=[C:25]([F:33])[CH:24]=2)[C:5]([C:13]2[CH:18]=[C:17]([CH:19]([CH3:21])[CH3:20])[CH:16]=[CH:15][N:14]=2)=[N:6]3)[CH3:46])[CH2:44][CH2:43][CH2:42]1. (5) Given the reactants [NH2:1][C:2]1[C:11]2[C:6](=[C:7](Br)[CH:8]=[CH:9][CH:10]=2)[N:5]=[N:4][C:3]=1[C:13]([NH:15][CH2:16][CH2:17][CH3:18])=[O:14].[Cl:19][C:20]1[CH:25]=[CH:24][CH:23]=[C:22]([O:26][CH3:27])[C:21]=1B(O)O, predict the reaction product. The product is: [NH2:1][C:2]1[C:11]2[C:6](=[C:7]([C:21]3[C:22]([O:26][CH3:27])=[CH:23][CH:24]=[CH:25][C:20]=3[Cl:19])[CH:8]=[CH:9][CH:10]=2)[N:5]=[N:4][C:3]=1[C:13]([NH:15][CH2:16][CH2:17][CH3:18])=[O:14].